This data is from NCI-60 drug combinations with 297,098 pairs across 59 cell lines. The task is: Regression. Given two drug SMILES strings and cell line genomic features, predict the synergy score measuring deviation from expected non-interaction effect. (1) Drug 1: C1=CC(=CC=C1CC(C(=O)O)N)N(CCCl)CCCl.Cl. Drug 2: C1C(C(OC1N2C=NC3=C(N=C(N=C32)Cl)N)CO)O. Cell line: DU-145. Synergy scores: CSS=-2.67, Synergy_ZIP=0.936, Synergy_Bliss=0.446, Synergy_Loewe=-2.29, Synergy_HSA=-3.25. (2) Drug 1: CN1C(=O)N2C=NC(=C2N=N1)C(=O)N. Drug 2: CC1=C(N=C(N=C1N)C(CC(=O)N)NCC(C(=O)N)N)C(=O)NC(C(C2=CN=CN2)OC3C(C(C(C(O3)CO)O)O)OC4C(C(C(C(O4)CO)O)OC(=O)N)O)C(=O)NC(C)C(C(C)C(=O)NC(C(C)O)C(=O)NCCC5=NC(=CS5)C6=NC(=CS6)C(=O)NCCC[S+](C)C)O. Cell line: EKVX. Synergy scores: CSS=-3.55, Synergy_ZIP=3.54, Synergy_Bliss=5.36, Synergy_Loewe=-7.98, Synergy_HSA=-5.98. (3) Drug 1: C1CN1C2=NC(=NC(=N2)N3CC3)N4CC4. Drug 2: C1CNP(=O)(OC1)N(CCCl)CCCl. Cell line: NCI-H460. Synergy scores: CSS=19.5, Synergy_ZIP=-2.74, Synergy_Bliss=-8.37, Synergy_Loewe=-46.0, Synergy_HSA=-9.13. (4) Drug 1: COC1=C(C=C2C(=C1)N=CN=C2NC3=CC(=C(C=C3)F)Cl)OCCCN4CCOCC4. Drug 2: CC1=C(C(=O)C2=C(C1=O)N3CC4C(C3(C2COC(=O)N)OC)N4)N. Cell line: KM12. Synergy scores: CSS=15.3, Synergy_ZIP=-8.85, Synergy_Bliss=-8.41, Synergy_Loewe=-6.92, Synergy_HSA=-4.57. (5) Cell line: SF-539. Drug 1: C1CN1C2=NC(=NC(=N2)N3CC3)N4CC4. Drug 2: CN(C)C1=NC(=NC(=N1)N(C)C)N(C)C. Synergy scores: CSS=51.8, Synergy_ZIP=-3.23, Synergy_Bliss=-4.17, Synergy_Loewe=-2.57, Synergy_HSA=-2.42.